From a dataset of Reaction yield outcomes from USPTO patents with 853,638 reactions. Predict the reaction yield, written as a fraction of the theoretical maximum amount of product (1.0 means a 100% yield; for example, 0.34 means a 34% yield). (1) The reactants are Cl[CH2:2][C:3]1[N:7]([CH2:8][CH2:9][CH3:10])[C:6]2[CH:11]=[CH:12][C:13]([CH2:15][O:16][Si:17]([CH3:23])([CH3:22])[C:18]([CH3:21])([CH3:20])[CH3:19])=[CH:14][C:5]=2[N:4]=1.[CH2:24]([NH2:27])[CH2:25][CH3:26]. The catalyst is C(#N)C. The product is [CH2:24]([NH:27][CH2:2][C:3]1[N:7]([CH2:8][CH2:9][CH3:10])[C:6]2[CH:11]=[CH:12][C:13]([CH2:15][O:16][Si:17]([CH3:23])([CH3:22])[C:18]([CH3:21])([CH3:20])[CH3:19])=[CH:14][C:5]=2[N:4]=1)[CH2:25][CH3:26]. The yield is 0.990. (2) The reactants are [NH2:1][CH2:2][CH:3]=[CH:4][C:5]1[NH:6][C:7](=[O:29])[C:8]2[C:9]3[N:18]([CH3:19])[C:17]([NH:20][C:21]4[CH:26]=[CH:25][C:24]([F:27])=[CH:23][C:22]=4[CH3:28])=[N:16][C:10]=3[CH:11]=[CH:12][C:13]=2[C:14]=1[CH3:15].[CH3:30][P:31]1(=[O:40])[CH2:36][CH2:35][CH:34]([C:37](O)=[O:38])[CH2:33][CH2:32]1.CN(C(ON1N=NC2C=CC=NC1=2)=[N+](C)C)C.F[P-](F)(F)(F)(F)F. The catalyst is C(N(CC)CC)C.CN(C)C=O. The product is [F:27][C:24]1[CH:25]=[CH:26][C:21]([NH:20][C:17]2[N:18]([CH3:19])[C:9]3[C:8]4[C:7](=[O:29])[NH:6][C:5]([CH:4]=[CH:3][CH2:2][NH:1][C:37]([CH:34]5[CH2:35][CH2:36][P:31]([CH3:30])(=[O:40])[CH2:32][CH2:33]5)=[O:38])=[C:14]([CH3:15])[C:13]=4[CH:12]=[CH:11][C:10]=3[N:16]=2)=[C:22]([CH3:28])[CH:23]=1. The yield is 0.260. (3) The reactants are [CH3:1][O:2][C:3]1[CH:4]=[C:5]2[C:9](=[CH:10][CH:11]=1)[C:8](=[O:12])[C:7](=[N:13]O)[CH2:6]2.C1(C)C=CC(S(Cl)(=O)=[O:22])=CC=1. The catalyst is [OH-].[Na+]. The product is [C:7]([CH2:6][C:5]1[CH:4]=[C:3]([O:2][CH3:1])[CH:11]=[CH:10][C:9]=1[C:8]([OH:12])=[O:22])#[N:13]. The yield is 1.00. (4) The reactants are [Cl:1][C:2]1[C:7]([C:8]([F:11])([F:10])[F:9])=[CH:6][CH:5]=[CH:4][C:3]=1[C:12]([N:14]1CC[C:17]2N(C3N=CC(F)=CN=3)N=N[C:16]=2[C@H:15]1[CH3:30])=[O:13].Cl.CCN(CC)CC.ClC1C(C(F)(F)[F:50])=CC=CC=1C(Cl)=O. The catalyst is C1COCC1. The product is [CH3:30][C@@H:15]([NH:14][C:12](=[O:13])[C:3]1[CH:4]=[C:5]([F:50])[CH:6]=[C:7]([C:8]([F:11])([F:10])[F:9])[C:2]=1[Cl:1])[C:16]#[CH:17]. The yield is 0.880. (5) The reactants are [ClH:1].CCOCC.[CH3:7][N:8]1[CH2:40][CH2:39][C@:10]2([N:14](C(OC(C)(C)C)=O)[C@@H:13]([C:22]3[N:27]=[C:26]([CH3:28])[CH:25]=[C:24]([C:29]4[CH:34]=[CH:33][C:32]([C:35]([F:38])([F:37])[F:36])=[CH:31][CH:30]=4)[N:23]=3)[CH2:12][CH2:11]2)[C:9]1=[O:41]. The catalyst is C(Cl)Cl. The product is [ClH:1].[CH3:7][N:8]1[CH2:40][CH2:39][C@:10]2([NH:14][C@@H:13]([C:22]3[N:27]=[C:26]([CH3:28])[CH:25]=[C:24]([C:29]4[CH:30]=[CH:31][C:32]([C:35]([F:38])([F:37])[F:36])=[CH:33][CH:34]=4)[N:23]=3)[CH2:12][CH2:11]2)[C:9]1=[O:41]. The yield is 0.892. (6) The yield is 0.860. The catalyst is ClCCl. The product is [F:1][C:2]1[CH:7]=[C:6]([C:8]2[CH:13]=[CH:12][CH:11]=[C:10]([CH3:14])[N:9]=2)[CH:5]=[CH:4][C:3]=1[CH2:15][N:16]1[CH2:17][CH2:18][NH:19][CH2:20][CH2:21]1. The reactants are [F:1][C:2]1[CH:7]=[C:6]([C:8]2[CH:13]=[CH:12][CH:11]=[C:10]([CH3:14])[N:9]=2)[CH:5]=[CH:4][C:3]=1[CH2:15][N:16]1[CH2:21][CH2:20][N:19](C(OC(C)(C)C)=O)[CH2:18][CH2:17]1.FC(F)(F)C(O)=O. (7) The reactants are [Cl:1][C:2]1[CH:3]=[C:4]([CH2:13][O:14][C:15]2[CH:20]=[CH:19][C:18]([CH2:21][CH:22]([CH3:26])[C:23]([OH:25])=[O:24])=[CH:17][C:16]=2[C:27]([F:30])([F:29])[F:28])[C:5]2[O:9][C:8]([CH3:11])([CH3:10])[CH2:7][C:6]=2[CH:12]=1.F[B-](F)(F)F.N1(OC(N(C)C)=[N+](C)C)C2C=CC=CC=2N=N1.C(N(C(C)C)CC)(C)C.[C:62]([NH:65][CH2:66][CH2:67]O)(=[O:64])[CH3:63]. The catalyst is CN(C=O)C. The product is [Cl:1][C:2]1[CH:3]=[C:4]([CH2:13][O:14][C:15]2[CH:20]=[CH:19][C:18]([CH2:21][CH:22]([CH3:26])[C:23]([O:25][CH2:67][CH2:66][NH:65][C:62](=[O:64])[CH3:63])=[O:24])=[CH:17][C:16]=2[C:27]([F:30])([F:28])[F:29])[C:5]2[O:9][C:8]([CH3:11])([CH3:10])[CH2:7][C:6]=2[CH:12]=1. The yield is 0.700. (8) The reactants are Br[C:2]1[CH:3]=[C:4]2[C:8](=[CH:9][CH:10]=1)[NH:7][N:6]=[C:5]2/[CH:11]=[CH:12]/[C:13]1[CH:14]=[N:15][CH:16]=[CH:17][C:18]=1[NH:19][C:20]([O:22][C:23]([CH3:26])([CH3:25])[CH3:24])=[O:21].[H-].[Na+].C([Li])CCC.CN(C)[CH:36]=[O:37]. The catalyst is O1CCCC1.CCCCCC. The product is [C:23]([O:22][C:20]([NH:19][C:18]1[CH:17]=[CH:16][N:15]=[CH:14][C:13]=1/[CH:12]=[CH:11]/[C:5]1[C:4]2[C:8](=[CH:9][CH:10]=[C:2]([CH:36]=[O:37])[CH:3]=2)[NH:7][N:6]=1)=[O:21])([CH3:26])([CH3:25])[CH3:24]. The yield is 0.560.